From a dataset of Full USPTO retrosynthesis dataset with 1.9M reactions from patents (1976-2016). Predict the reactants needed to synthesize the given product. (1) Given the product [Br:42][CH2:17][C:16]([C:13]1[CH:12]=[CH:11][CH:10]=[C:9]2[C:14]=1[N:15]=[C:6]([NH:5][C:1]([CH3:4])([CH3:3])[CH3:2])[C:7]([CH3:19])=[N:8]2)=[O:18], predict the reactants needed to synthesize it. The reactants are: [C:1]([NH:5][C:6]1[C:7]([CH3:19])=[N:8][C:9]2[C:14]([N:15]=1)=[C:13]([C:16](=[O:18])[CH3:17])[CH:12]=[CH:11][CH:10]=2)([CH3:4])([CH3:3])[CH3:2].FC(F)(F)S(O[Si](C(C)(C)C)(C)C)(=O)=O.C1C(=O)N([Br:42])C(=O)C1. (2) The reactants are: Br[C:2]1[CH:3]=[CH:4][C:5]([NH:8][NH:9][C:10](=[O:20])[CH:11]([C:13]2[N:14]=[N:15][C:16]([Cl:19])=[CH:17][CH:18]=2)[CH3:12])=[N:6][CH:7]=1.N([C:23]1C=CC=CN=1)N. Given the product [Cl:19][C:16]1[N:15]=[N:14][C:13]([C:11]([CH3:23])([CH3:12])[C:10]([NH:9][NH:8][C:5]2[CH:4]=[CH:3][CH:2]=[CH:7][N:6]=2)=[O:20])=[CH:18][CH:17]=1, predict the reactants needed to synthesize it. (3) Given the product [C:8]([C:2]1([NH:1][C:10](=[O:11])[O:12][C:13]([CH3:16])([CH3:15])[CH3:14])[CH2:7][CH2:6][O:5][CH2:4][CH2:3]1)#[N:9], predict the reactants needed to synthesize it. The reactants are: [NH2:1][C:2]1([C:8]#[N:9])[CH2:7][CH2:6][O:5][CH2:4][CH2:3]1.[C:10](O[C:10]([O:12][C:13]([CH3:16])([CH3:15])[CH3:14])=[O:11])([O:12][C:13]([CH3:16])([CH3:15])[CH3:14])=[O:11].Cl.